Dataset: Full USPTO retrosynthesis dataset with 1.9M reactions from patents (1976-2016). Task: Predict the reactants needed to synthesize the given product. (1) Given the product [Cl:1][C:2]1[CH:7]=[CH:6][CH:5]=[C:4]([Cl:8])[C:3]=1[C:9]([NH:11][C@H:12]([C:20]([O:22][C:23]([CH3:26])([CH3:25])[CH3:24])=[O:21])[CH2:13][C:14]1[S:15][CH:16]=[C:17]([B:27]2[O:31][C:30]([CH3:33])([CH3:32])[C:29]([CH3:35])([CH3:34])[O:28]2)[CH:18]=1)=[O:10], predict the reactants needed to synthesize it. The reactants are: [Cl:1][C:2]1[CH:7]=[CH:6][CH:5]=[C:4]([Cl:8])[C:3]=1[C:9]([NH:11][C@H:12]([C:20]([O:22][C:23]([CH3:26])([CH3:25])[CH3:24])=[O:21])[CH2:13][C:14]1[S:15][CH:16]=[C:17](Br)[CH:18]=1)=[O:10].[B:27]1([B:27]2[O:31][C:30]([CH3:33])([CH3:32])[C:29]([CH3:35])([CH3:34])[O:28]2)[O:31][C:30]([CH3:33])([CH3:32])[C:29]([CH3:35])([CH3:34])[O:28]1.C([O-])(=O)C.[K+]. (2) Given the product [N:38]1([C:41]2[CH:47]=[CH:46][C:45]([N:48]3[CH2:49][CH2:50][O:51][CH2:52][CH2:53]3)=[CH:44][C:42]=2[NH:43][C:55]2[C:64]3[C:59](=[C:60]([C:65]4[CH:70]=[CH:69][CH:68]=[CH:67][N:66]=4)[CH:61]=[CH:62][CH:63]=3)[N:58]=[C:57]([C:71]3[CH:76]=[CH:75][CH:74]=[CH:73][N:72]=3)[C:56]=2[CH3:77])[CH2:39][CH2:40][O:35][CH2:36][CH2:37]1, predict the reactants needed to synthesize it. The reactants are: C1(P(C2CCCCC2)C2C=CC=CC=2C2C(C(C)C)=CC(C(C)C)=CC=2C(C)C)CCCCC1.[O:35]1[CH2:40][CH2:39][N:38]([C:41]2[CH:47]=[CH:46][C:45]([N:48]3[CH2:53][CH2:52][O:51][CH2:50][CH2:49]3)=[CH:44][C:42]=2[NH2:43])[CH2:37][CH2:36]1.Cl[C:55]1[C:64]2[C:59](=[C:60]([C:65]3[CH:70]=[CH:69][CH:68]=[CH:67][N:66]=3)[CH:61]=[CH:62][CH:63]=2)[N:58]=[C:57]([C:71]2[CH:76]=[CH:75][CH:74]=[CH:73][N:72]=2)[C:56]=1[CH3:77].CC(C)([O-])C.[Na+]. (3) The reactants are: C(N1C=CN=C1)([N:3]1C=CN=C1)=O.[C:13]([C:17]1[CH:25]=[CH:24][C:20]([C:21](O)=[O:22])=[CH:19][CH:18]=1)([CH3:16])([CH3:15])[CH3:14].O.N. Given the product [C:13]([C:17]1[CH:25]=[CH:24][C:20]([C:21]([NH2:3])=[O:22])=[CH:19][CH:18]=1)([CH3:16])([CH3:15])[CH3:14], predict the reactants needed to synthesize it.